Dataset: Catalyst prediction with 721,799 reactions and 888 catalyst types from USPTO. Task: Predict which catalyst facilitates the given reaction. Reactant: [CH3:1][O:2][C:3]1[CH:4]=[C:5]([CH2:11][CH2:12][C:13](Cl)=[O:14])[CH:6]=[CH:7][C:8]=1[O:9][CH3:10].[N+:16]([C:19]1[CH:26]=[CH:25][C:22]([CH2:23][NH2:24])=[CH:21][CH:20]=1)([O-:18])=[O:17].C(N(CC)CC)C.O1CCCC1. Product: [N+:16]([C:19]1[CH:20]=[CH:21][C:22]([CH2:23][NH:24][C:13](=[O:14])[CH2:12][CH2:11][C:5]2[CH:6]=[CH:7][C:8]([O:9][CH3:10])=[C:3]([O:2][CH3:1])[CH:4]=2)=[CH:25][CH:26]=1)([O-:18])=[O:17]. The catalyst class is: 6.